The task is: Predict the reactants needed to synthesize the given product.. This data is from Full USPTO retrosynthesis dataset with 1.9M reactions from patents (1976-2016). (1) The reactants are: [Br:1][C:2]1[C:3](=[O:23])[CH2:4][CH2:5][C:6]2([CH2:19][CH2:20][CH2:21][CH3:22])[C:14]=1[C:13]1[C:8](=[C:9]([Cl:18])[C:10]([O:16]C)=[C:11]([F:15])[CH:12]=1)[CH2:7]2.B(Br)(Br)Br. Given the product [Br:1][C:2]1[C:3](=[O:23])[CH2:4][CH2:5][C:6]2([CH2:19][CH2:20][CH2:21][CH3:22])[C:14]=1[C:13]1[C:8](=[C:9]([Cl:18])[C:10]([OH:16])=[C:11]([F:15])[CH:12]=1)[CH2:7]2, predict the reactants needed to synthesize it. (2) Given the product [N:45]1[CH:46]=[CH:47][CH:48]=[CH:49][C:44]=1[C:23]1[CH:22]=[CH:21][C:20](/[C:17](/[CH2:18][CH3:19])=[C:16](\[C:35]2[CH:42]=[CH:41][C:38]([CH:39]=[O:40])=[CH:37][CH:36]=2)/[C:12]2[CH:11]=[C:10]3[C:15](=[CH:14][CH:13]=2)[N:7]([CH:2]2[CH2:3][CH2:4][CH2:5][CH2:6][O:1]2)[N:8]=[CH:9]3)=[CH:25][CH:24]=1, predict the reactants needed to synthesize it. The reactants are: [O:1]1[CH2:6][CH2:5][CH2:4][CH2:3][CH:2]1[N:7]1[C:15]2[C:10](=[CH:11][C:12](/[C:16](/[C:35]3[CH:42]=[CH:41][C:38]([CH:39]=[O:40])=[CH:37][CH:36]=3)=[C:17](/[C:20]3[CH:25]=[CH:24][C:23](B4OC(C)(C)C(C)(C)O4)=[CH:22][CH:21]=3)\[CH2:18][CH3:19])=[CH:13][CH:14]=2)[CH:9]=[N:8]1.I[C:44]1[CH:49]=[CH:48][CH:47]=[CH:46][N:45]=1.[OH-].[K+].C(Cl)Cl. (3) Given the product [CH3:14][O:15][C:16]1[CH:23]=[CH:22][CH:21]=[CH:20][C:17]=1[CH2:18][CH:8]([OH:9])[CH2:7][CH2:6][CH2:5][CH2:4][CH2:3][N:2]([CH3:10])[CH3:1], predict the reactants needed to synthesize it. The reactants are: [CH3:1][N:2]([CH3:10])[CH2:3][CH2:4][CH2:5][CH2:6][CH2:7][CH2:8][OH:9].[H-].[Na+].O.[CH3:14][O:15][C:16]1[CH:23]=[CH:22][CH:21]=[CH:20][C:17]=1[CH2:18]Cl. (4) Given the product [O:54]1[C:58]2[CH:59]=[CH:60][CH:61]=[CH:62][C:57]=2[N:56]=[C:55]1[C:63]([NH:65][C:66]1[CH:81]=[CH:80][C:79]([C:82]#[N:83])=[CH:78][C:67]=1[C:68]([OH:70])=[O:69])=[O:64], predict the reactants needed to synthesize it. The reactants are: O1C2C=CC=CC=2N=C1C(OCC1C=CC=CC=1)=O.C(N(CC)CC)C.[H][H].C(Cl)(=O)C(Cl)=O.NC1C=CC(C#N)=CC=1C(OCC1C=CC=CC=1)=O.[O:54]1[C:58]2[CH:59]=[CH:60][CH:61]=[CH:62][C:57]=2[N:56]=[C:55]1[C:63]([NH:65][C:66]1[CH:81]=[CH:80][C:79]([C:82]#[N:83])=[CH:78][C:67]=1[C:68]([O:70]CC1C=CC=CC=1)=[O:69])=[O:64].